The task is: Regression. Given two drug SMILES strings and cell line genomic features, predict the synergy score measuring deviation from expected non-interaction effect.. This data is from NCI-60 drug combinations with 297,098 pairs across 59 cell lines. Drug 1: C1=CC(=CC=C1C#N)C(C2=CC=C(C=C2)C#N)N3C=NC=N3. Drug 2: C1CC(=O)NC(=O)C1N2C(=O)C3=CC=CC=C3C2=O. Cell line: CCRF-CEM. Synergy scores: CSS=0.168, Synergy_ZIP=3.00, Synergy_Bliss=3.47, Synergy_Loewe=1.32, Synergy_HSA=0.209.